This data is from Catalyst prediction with 721,799 reactions and 888 catalyst types from USPTO. The task is: Predict which catalyst facilitates the given reaction. (1) Reactant: [NH2:1][CH2:2][CH2:3][CH2:4][CH2:5][CH2:6][CH2:7][CH2:8][CH2:9][C:10]1[CH:15]=[CH:14][C:13]([OH:16])=[C:12]([C@@H:17]([C:27]2[CH:32]=[CH:31][CH:30]=[CH:29][CH:28]=2)[CH2:18][CH2:19][N:20]([CH:24]([CH3:26])[CH3:25])[CH:21]([CH3:23])[CH3:22])[CH:11]=1.[CH2:33]([O:40][C:41]1[CH:46]=[CH:45][C:44]([C@@H:47]([O:50][Si:51]([C:54]([CH3:57])([CH3:56])[CH3:55])([CH3:53])[CH3:52])[CH2:48]Br)=[CH:43][C:42]=1[NH:58][S:59]([CH3:62])(=[O:61])=[O:60])[C:34]1[CH:39]=[CH:38][CH:37]=[CH:36][CH:35]=1.C(OCC)(=O)C.C(=O)([O-])O.[Na+]. Product: [NH3:1].[CH2:33]([O:40][C:41]1[CH:46]=[CH:45][C:44]([C@@H:47]([O:50][Si:51]([C:54]([CH3:55])([CH3:57])[CH3:56])([CH3:53])[CH3:52])[CH2:48][NH:1][CH2:2][CH2:3][CH2:4][CH2:5][CH2:6][CH2:7][CH2:8][CH2:9][C:10]2[CH:15]=[CH:14][C:13]([OH:16])=[C:12]([C@@H:17]([C:27]3[CH:28]=[CH:29][CH:30]=[CH:31][CH:32]=3)[CH2:18][CH2:19][N:20]([CH:21]([CH3:23])[CH3:22])[CH:24]([CH3:25])[CH3:26])[CH:11]=2)=[CH:43][C:42]=1[NH:58][S:59]([CH3:62])(=[O:60])=[O:61])[C:34]1[CH:39]=[CH:38][CH:37]=[CH:36][CH:35]=1. The catalyst class is: 16. (2) Product: [Cl:33][C:3]1[C:4](=[O:16])[N:5]=[C:6]([C:8]2[CH:13]=[CH:12][CH:11]=[CH:10][C:9]=2[O:14][CH3:15])[NH:7][C:2]=1[CH3:1]. Reactant: [CH3:1][C:2]1[NH:7][C:6]([C:8]2[CH:13]=[CH:12][CH:11]=[CH:10][C:9]=2[O:14][CH3:15])=[N:5][C:4](=[O:16])[CH:3]=1.CC(C)=O.O.CC1C=CC(S(N[Cl:33])(=O)=O)=CC=1.S(=O)(=O)(O)O. The catalyst class is: 13. (3) Reactant: [OH:1][C:2]1[CH:3]=[CH:4][C:5]([NH:12][S:13]([C:16]2[CH:21]=[CH:20][C:19]([CH3:22])=[CH:18][CH:17]=2)(=[O:15])=[O:14])=[C:6]([CH:11]=1)[C:7]([O:9][CH3:10])=[O:8].F[C:24]1[CH:33]=[CH:32][C:27]([C:28]([O:30][CH3:31])=[O:29])=[C:26]([N+:34]([O-:36])=[O:35])[CH:25]=1.C(=O)([O-])[O-].[K+].[K+]. Product: [N+:34]([C:26]1[CH:25]=[CH:24][C:33]([O:1][C:2]2[CH:3]=[CH:4][C:5]([NH:12][S:13]([C:16]3[CH:21]=[CH:20][C:19]([CH3:22])=[CH:18][CH:17]=3)(=[O:15])=[O:14])=[C:6]([CH:11]=2)[C:7]([O:9][CH3:10])=[O:8])=[CH:32][C:27]=1[C:28]([O:30][CH3:31])=[O:29])([O-:36])=[O:35]. The catalyst class is: 31. (4) Reactant: [F:1][C:2]1[C:7](B(O)O)=[CH:6][CH:5]=[CH:4][N:3]=1.Br[C:12]1[CH:25]=[C:24]2[C:15]([O:16][C:17]3[C:18]([F:36])=[CH:19][C:20]([O:34][CH3:35])=[CH:21][C:22]=3[C:23]32[CH:29]([CH2:30][O:31][CH3:32])[S:28][C:27]([NH2:33])=[N:26]3)=[CH:14][CH:13]=1.C(=O)([O-])[O-].[K+].[K+].N#N.CC(N)CC1C=CC=CC=1.OP(O)(O)=O. Product: [F:36][C:18]1[C:17]2[O:16][C:15]3[C:24](=[CH:25][C:12]([C:7]4[C:2]([F:1])=[N:3][CH:4]=[CH:5][CH:6]=4)=[CH:13][CH:14]=3)[C@@:23]3([C@@H:29]([CH2:30][O:31][CH3:32])[S:28][C:27]([NH2:33])=[N:26]3)[C:22]=2[CH:21]=[C:20]([O:34][CH3:35])[CH:19]=1. The catalyst class is: 38. (5) Reactant: [OH:1][C:2]1[C:27]([O:28][CH3:29])=[CH:26][C:5]2[C:6]3[N:11]([CH:12]([C:14]([CH3:19])([CH3:18])[CH2:15][O:16][CH3:17])[CH2:13][C:4]=2[CH:3]=1)[CH:10]=[C:9]([C:20]([O:22][CH2:23][CH3:24])=[O:21])[C:8](=[O:25])[CH:7]=3.C(=O)([O-])[O-].[K+].[K+].Br[CH2:37][CH2:38][O:39][CH2:40][CH3:41].O. Product: [CH2:38]([O:39][CH2:40][CH2:41][O:1][C:2]1[C:27]([O:28][CH3:29])=[CH:26][C:5]2[C:6]3[N:11]([CH:12]([C:14]([CH3:18])([CH3:19])[CH2:15][O:16][CH3:17])[CH2:13][C:4]=2[CH:3]=1)[CH:10]=[C:9]([C:20]([O:22][CH2:23][CH3:24])=[O:21])[C:8](=[O:25])[CH:7]=3)[CH3:37]. The catalyst class is: 3. (6) Reactant: CS(C)=O.C(Cl)(=O)C(Cl)=O.[OH:11][CH2:12][CH:13]1[CH2:16][CH:15]([CH2:17][O:18][CH2:19][C:20]2[CH:25]=[CH:24][CH:23]=[CH:22][CH:21]=2)[CH2:14]1.CCN(CC)CC. Product: [CH2:19]([O:18][CH2:17][C@@H:15]1[CH2:16][C@H:13]([CH:12]=[O:11])[CH2:14]1)[C:20]1[CH:25]=[CH:24][CH:23]=[CH:22][CH:21]=1. The catalyst class is: 2.